Dataset: Full USPTO retrosynthesis dataset with 1.9M reactions from patents (1976-2016). Task: Predict the reactants needed to synthesize the given product. (1) Given the product [N:26]1[CH:27]=[CH:28][CH:29]=[C:24]([C@@H:6]([NH:7][C:8](=[O:23])[CH2:9][CH2:10][CH2:11][CH2:12][C:13]2[CH:22]=[CH:21][C:20]3[CH2:19][CH2:18][CH2:17][NH:16][C:15]=3[N:14]=2)[CH2:5][C:4]([OH:30])=[O:3])[CH:25]=1, predict the reactants needed to synthesize it. The reactants are: C([O:3][C:4](=[O:30])[CH2:5][C@@H:6]([C:24]1[CH:25]=[N:26][CH:27]=[CH:28][CH:29]=1)[NH:7][C:8](=[O:23])[CH2:9][CH2:10][CH2:11][CH2:12][C:13]1[CH:22]=[CH:21][C:20]2[CH2:19][CH2:18][CH2:17][NH:16][C:15]=2[N:14]=1)C.[OH-].[Na+]. (2) Given the product [OH:8][N:9]1[C:15](=[O:16])[N:14]2[CH2:17][C@@H:10]1[CH2:11][CH2:12][C@@H:13]2[C:18]([NH:20][N:21]([CH3:26])[C:22](=[O:25])[CH2:23][CH3:24])=[O:19], predict the reactants needed to synthesize it. The reactants are: C([O:8][N:9]1[C:15](=[O:16])[N:14]2[CH2:17][C@@H:10]1[CH2:11][CH2:12][C@@H:13]2[C:18]([NH:20][N:21]([CH3:26])[C:22](=[O:25])[CH2:23][CH3:24])=[O:19])C1C=CC=CC=1.[H][H]. (3) The reactants are: [F:1][C:2]1[CH:7]=[CH:6][CH:5]=[C:4]([F:8])[C:3]=1[C:9]1[N:14]=[C:13]2[C:15](I)=[CH:16][N:17]([S:18]([C:21]3[CH:27]=[CH:26][C:24]([CH3:25])=[CH:23][CH:22]=3)(=[O:20])=[O:19])[C:12]2=[CH:11][CH:10]=1.CC1(C)C(C)(C)OB([C:37]2[CH:38]=[C:39]([NH:43][CH:44]3[CH2:49][CH2:48][CH2:47][N:46]([C:50]([O:52][C:53]([CH3:56])([CH3:55])[CH3:54])=[O:51])[CH2:45]3)[CH:40]=[N:41][CH:42]=2)O1.C([O-])([O-])=O.[Na+].[Na+]. Given the product [F:1][C:2]1[CH:7]=[CH:6][CH:5]=[C:4]([F:8])[C:3]=1[C:9]1[N:14]=[C:13]2[C:15]([C:37]3[CH:38]=[C:39]([NH:43][CH:44]4[CH2:49][CH2:48][CH2:47][N:46]([C:50]([O:52][C:53]([CH3:56])([CH3:55])[CH3:54])=[O:51])[CH2:45]4)[CH:40]=[N:41][CH:42]=3)=[CH:16][N:17]([S:18]([C:21]3[CH:27]=[CH:26][C:24]([CH3:25])=[CH:23][CH:22]=3)(=[O:20])=[O:19])[C:12]2=[CH:11][CH:10]=1, predict the reactants needed to synthesize it. (4) Given the product [CH:13]1([NH:16][C:10]([C:6]2[CH:5]=[C:4]3[C:9](=[CH:8][CH:7]=2)[NH:1][CH:2]=[CH:3]3)=[O:12])[CH2:15][CH2:14]1, predict the reactants needed to synthesize it. The reactants are: [NH:1]1[C:9]2[C:4](=[CH:5][C:6]([C:10]([OH:12])=O)=[CH:7][CH:8]=2)[CH:3]=[CH:2]1.[CH:13]1([NH2:16])[CH2:15][CH2:14]1. (5) Given the product [CH3:14][O:12][C:11](=[O:13])[CH2:10][C:3]1[N:4]2[CH:9]=[CH:8][CH:7]=[CH:6][C:5]2=[CH:1][N:2]=1, predict the reactants needed to synthesize it. The reactants are: [CH:1]1[N:2]=[C:3]([CH2:10][C:11]([OH:13])=[O:12])[N:4]2[CH:9]=[CH:8][CH:7]=[CH:6][C:5]=12.[C:14]12(CS(O)(=O)=O)C(C)(C)C(CC1)CC2=O. (6) The reactants are: [C:1]([O:5][C:6](=[O:25])[CH2:7][N:8]1[C:12]2[CH:13]=[CH:14][CH:15]=[CH:16][C:11]=2[N:10]([C:17]2[CH:22]=[C:21](Cl)[N:20]=[CH:19][N:18]=2)[C:9]1=[O:24])([CH3:4])([CH3:3])[CH3:2].C(N(CC)CC)C. Given the product [O:24]=[C:9]1[N:8]([CH2:7][C:6]([O:5][C:1]([CH3:4])([CH3:3])[CH3:2])=[O:25])[C:12]2[CH:13]=[CH:14][CH:15]=[CH:16][C:11]=2[N:10]1[C:17]1[CH:22]=[CH:21][N:20]=[CH:19][N:18]=1, predict the reactants needed to synthesize it. (7) Given the product [CH:35]1([NH:31][C:22]([C:15]2[C:16]3[O:20][C:19]([CH3:21])=[CH:18][C:17]=3[C:11]3[NH:10][C:9]([NH:8][C:7]4[C:6]([Cl:25])=[CH:5][N:4]=[CH:3][C:2]=4[Cl:1])=[N:13][C:12]=3[CH:14]=2)=[O:23])[CH2:36][CH2:37][CH2:38][CH2:39][CH2:34]1, predict the reactants needed to synthesize it. The reactants are: [Cl:1][C:2]1[CH:3]=[N:4][CH:5]=[C:6]([Cl:25])[C:7]=1[NH:8][C:9]1[NH:10][C:11]2[C:17]3[CH:18]=[C:19]([CH3:21])[O:20][C:16]=3[C:15]([C:22](O)=[O:23])=[CH:14][C:12]=2[N:13]=1.F[B-](F)(F)F.[N:31]1(OC(N(C)C)=[N+](C)C)[C:35]2[CH:36]=[CH:37][CH:38]=[CH:39][C:34]=2N=N1.C1COCC1.C1(N)CCCCC1.